This data is from Forward reaction prediction with 1.9M reactions from USPTO patents (1976-2016). The task is: Predict the product of the given reaction. (1) The product is: [Br:1][C:2]1[N:6]2[CH:7]=[CH:8][C:9]([C:11]3[CH:20]=[CH:19][N:21]=[CH:13][CH:12]=3)=[CH:10][C:5]2=[N:4][CH:3]=1. Given the reactants [Br:1][C:2]1[N:6]2[CH:7]=[CH:8][C:9]([C:11]3[CH:12]=[C:13](C=[CH:19][CH:20]=3)C(NC)=O)=[CH:10][C:5]2=[N:4][CH:3]=1.[N:21]1C=CC(B(O)O)=CC=1, predict the reaction product. (2) Given the reactants C([O:8][C:9]1[CH:14]=[CH:13][C:12]([C:15]2[C:16]3[O:23][C:22]([CH:24]([O:28][CH2:29][CH3:30])[O:25][CH2:26][CH3:27])=[CH:21][C:17]=3[CH:18]=[N:19][CH:20]=2)=[CH:11][CH:10]=1)C1C=CC=CC=1, predict the reaction product. The product is: [CH2:29]([O:28][CH:24]([O:25][CH2:26][CH3:27])[C:22]1[O:23][C:16]2[C:15]([C:12]3[CH:13]=[CH:14][C:9]([OH:8])=[CH:10][CH:11]=3)=[CH:20][N:19]=[CH:18][C:17]=2[CH:21]=1)[CH3:30]. (3) Given the reactants [C:1]([BH3-])#N.[Na+].Cl.[S:6]1[C:14]2[CH2:13][CH2:12][NH:11][CH2:10][C:9]=2[CH:8]=[CH:7]1.C=O, predict the reaction product. The product is: [CH3:1][N:11]1[CH2:12][CH2:13][C:14]2[S:6][CH:7]=[CH:8][C:9]=2[CH2:10]1.